This data is from Catalyst prediction with 721,799 reactions and 888 catalyst types from USPTO. The task is: Predict which catalyst facilitates the given reaction. (1) Reactant: [NH2:1][C:2]([NH:4][C:5]1[C:6]([C:17]([NH2:19])=[O:18])=[N:7][N:8]([C:10]2[CH:15]=[CH:14][C:13](I)=[CH:12][CH:11]=2)[CH:9]=1)=[O:3].C([O-])(=O)C.[K+].[B:25]1([B:25]2[O:29][C:28]([CH3:31])([CH3:30])[C:27]([CH3:33])([CH3:32])[O:26]2)[O:29][C:28]([CH3:31])([CH3:30])[C:27]([CH3:33])([CH3:32])[O:26]1.N#N. Product: [NH2:1][C:2]([NH:4][C:5]1[C:6]([C:17]([NH2:19])=[O:18])=[N:7][N:8]([C:10]2[CH:15]=[CH:14][C:13]([B:25]3[O:29][C:28]([CH3:31])([CH3:30])[C:27]([CH3:33])([CH3:32])[O:26]3)=[CH:12][CH:11]=2)[CH:9]=1)=[O:3]. The catalyst class is: 826. (2) Reactant: [Cl:1][C:2]1[C:7]([C:8]2[CH:13]=[CH:12][CH:11]=[CH:10][CH:9]=2)=[N:6][N:5]=[C:4]2[N:14]([CH2:18][CH2:19][N:20]3[CH2:25][CH2:24][N:23]([CH3:26])[CH2:22][CH2:21]3)[N:15]=[C:16](I)[C:3]=12.[CH3:27][N:28]1[CH:32]=[C:31](B2OC(C)(C)C(C)(C)O2)[CH:30]=[N:29]1.[O-]P([O-])([O-])=O.[K+].[K+].[K+]. Product: [Cl:1][C:2]1[C:7]([C:8]2[CH:13]=[CH:12][CH:11]=[CH:10][CH:9]=2)=[N:6][N:5]=[C:4]2[N:14]([CH2:18][CH2:19][N:20]3[CH2:25][CH2:24][N:23]([CH3:26])[CH2:22][CH2:21]3)[N:15]=[C:16]([C:31]3[CH:30]=[N:29][N:28]([CH3:27])[CH:32]=3)[C:3]=12. The catalyst class is: 18.